From a dataset of Forward reaction prediction with 1.9M reactions from USPTO patents (1976-2016). Predict the product of the given reaction. (1) Given the reactants [CH3:1][O:2][C:3]1[C:8]([O:9][CH3:10])=[CH:7][CH:6]=[CH:5][C:4]=1[C@H:11]1[C:17]2[CH:18]=[C:19]([C:22]([F:25])([F:24])[F:23])[CH:20]=[CH:21][C:16]=2[N:15]2[C:26]([C:29]([F:32])([F:31])[F:30])=[N:27][N:28]=[C:14]2[C@H:13]([CH2:33][C:34]([O:36]CC)=[O:35])[O:12]1.Cl, predict the reaction product. The product is: [CH3:1][O:2][C:3]1[C:8]([O:9][CH3:10])=[CH:7][CH:6]=[CH:5][C:4]=1[C@H:11]1[C:17]2[CH:18]=[C:19]([C:22]([F:23])([F:24])[F:25])[CH:20]=[CH:21][C:16]=2[N:15]2[C:26]([C:29]([F:32])([F:31])[F:30])=[N:27][N:28]=[C:14]2[C@H:13]([CH2:33][C:34]([OH:36])=[O:35])[O:12]1. (2) Given the reactants Cl.[NH2:2][C:3]1[C:12]2[C:7](=[CH:8][CH:9]=[CH:10][CH:11]=2)[C:6]([OH:13])=[CH:5][CH:4]=1.Cl.Cl[C:16]1[CH:21]=[CH:20][N:19]=[CH:18][CH:17]=1.CC(C)([O-])C.[K+], predict the reaction product. The product is: [NH2:2][C:3]1[C:12]2[C:7](=[CH:8][CH:9]=[CH:10][CH:11]=2)[C:6]([O:13][C:16]2[CH:21]=[CH:20][N:19]=[CH:18][CH:17]=2)=[CH:5][CH:4]=1. (3) Given the reactants [CH3:1][N:2]1[C:6]([CH2:7][OH:8])=[CH:5][C:4]([O:9][CH2:10][C:11]2[C:12]([CH3:26])=[N:13][N:14]([C:16]3[CH:21]=[CH:20][C:19]([C:22]([F:25])([F:24])[F:23])=[CH:18][N:17]=3)[CH:15]=2)=[N:3]1, predict the reaction product. The product is: [CH3:1][N:2]1[C:6]([CH:7]=[O:8])=[CH:5][C:4]([O:9][CH2:10][C:11]2[C:12]([CH3:26])=[N:13][N:14]([C:16]3[CH:21]=[CH:20][C:19]([C:22]([F:25])([F:23])[F:24])=[CH:18][N:17]=3)[CH:15]=2)=[N:3]1. (4) Given the reactants [F:1][C:2]([F:7])([F:6])[C:3]([OH:5])=[O:4].[NH2:8][C@@H:9]1[CH2:13][CH2:12][N:11]([CH2:14][C:15]2[CH:24]=[C:23]3[C:18]([CH:19]=[CH:20][N:21]=[C:22]3[NH2:25])=[CH:17][CH:16]=2)[C:10]1=[O:26].C(N(C(C)C)CC)(C)C.[S:36]1[C:44]2[C:39](=[N:40][CH:41]=[CH:42][CH:43]=2)[CH:38]=[C:37]1[S:45](Cl)(=[O:47])=[O:46].O, predict the reaction product. The product is: [F:1][C:2]([F:7])([F:6])[C:3]([OH:5])=[O:4].[NH2:25][C:22]1[C:23]2[C:18](=[CH:17][CH:16]=[C:15]([CH2:14][N:11]3[CH2:12][CH2:13][C@@H:9]([NH:8][S:45]([C:37]4[S:36][C:44]5[C:39](=[N:40][CH:41]=[CH:42][CH:43]=5)[CH:38]=4)(=[O:46])=[O:47])[C:10]3=[O:26])[CH:24]=2)[CH:19]=[CH:20][N:21]=1. (5) Given the reactants [F:1][C:2]1[CH:7]=[CH:6][C:5]([F:8])=[CH:4][C:3]=1[OH:9].C(N)(C)C.C1C(=O)N([Br:21])C(=O)C1, predict the reaction product. The product is: [Br:21][C:4]1[C:5]([F:8])=[CH:6][CH:7]=[C:2]([F:1])[C:3]=1[OH:9]. (6) Given the reactants [Br:1][C:2]1[CH:7]=[CH:6][C:5]([NH:8]N=C2CCCCC2=O)=[C:4]([C:17]([F:20])([F:19])[F:18])[CH:3]=1.OS(O)(=O)=O.[C:26]([O-:29])(O)=O.[Na+], predict the reaction product. The product is: [Br:1][C:2]1[CH:7]=[C:6]2[C:5](=[C:4]([C:17]([F:18])([F:19])[F:20])[CH:3]=1)[NH:8][C:7]1[C:26](=[O:29])[CH2:5][CH2:4][CH2:3][C:2]2=1. (7) Given the reactants [OH:1][C:2]1[CH:3]=[CH:4][C:5]([O:14][C:15]([CH3:20])([CH3:19])[C:16]([OH:18])=[O:17])=[C:6]([C:8]2[CH:13]=[CH:12][CH:11]=[CH:10][CH:9]=2)[CH:7]=1.[CH3:21][C:22]1[O:26][C:25]([C:27]2[CH:32]=[CH:31][C:30]([C:33]3[CH:38]=[CH:37][CH:36]=[CH:35][CH:34]=3)=[CH:29][CH:28]=2)=[N:24][C:23]=1[CH2:39][CH2:40]OS(C1C=CC(C)=CC=1)(=O)=O, predict the reaction product. The product is: [C:30]1([C:33]2[CH:34]=[CH:35][CH:36]=[CH:37][CH:38]=2)[CH:31]=[CH:32][C:27]([C:25]2[O:26][C:22]([CH3:21])=[C:23]([CH2:39][CH2:40][O:1][C:2]3[CH:3]=[CH:4][C:5]([O:14][C:15]([CH3:20])([CH3:19])[C:16]([OH:18])=[O:17])=[C:6]([C:8]4[CH:13]=[CH:12][CH:11]=[CH:10][CH:9]=4)[CH:7]=3)[N:24]=2)=[CH:28][CH:29]=1.